This data is from Full USPTO retrosynthesis dataset with 1.9M reactions from patents (1976-2016). The task is: Predict the reactants needed to synthesize the given product. Given the product [F:1][C:2]([F:19])([C:8]1[CH:13]=[CH:12][C:11]([CH3:14])=[CH:10][C:9]=1[C:15]([F:16])([F:18])[F:17])[C:3]([OH:5])=[O:4], predict the reactants needed to synthesize it. The reactants are: [F:1][C:2]([F:19])([C:8]1[CH:13]=[CH:12][C:11]([CH3:14])=[CH:10][C:9]=1[C:15]([F:18])([F:17])[F:16])[C:3]([O:5]CC)=[O:4].O.[OH-].[Li+].